Predict the reaction yield, written as a fraction of the theoretical maximum amount of product (1.0 means a 100% yield; for example, 0.34 means a 34% yield). From a dataset of Reaction yield outcomes from USPTO patents with 853,638 reactions. (1) The reactants are [CH:1]12[O:6][CH:5]1[CH2:4][N:3]([C:7]([O:9][C:10]([CH3:13])([CH3:12])[CH3:11])=[O:8])[CH2:2]2.[N:14]([Si](C)(C)C)=[N+:15]=[N-:16].C(=O)([O-])[O-].[K+].[K+]. The catalyst is C(Cl)(Cl)Cl. The product is [N:14]([C@H:1]1[C@H:5]([OH:6])[CH2:4][N:3]([C:7]([O:9][C:10]([CH3:13])([CH3:12])[CH3:11])=[O:8])[CH2:2]1)=[N+:15]=[N-:16]. The yield is 0.950. (2) The reactants are I[C:2]1[CH:3]=[C:4]2[C:8](=[CH:9][CH:10]=1)[N:7]([CH:11]1[CH2:16][CH2:15][CH2:14][CH2:13][O:12]1)[N:6]=[C:5]2[CH:17]=[O:18].B1(B2OC(C)(C)C(C)(C)O2)OC(C)(C)C(C)(C)O1.CC([O-])=O.[K+].[O-]P([O-])([O-])=O.[K+].[K+].[K+].Br[C:51]1[CH:52]=[N:53][CH:54]=[C:55]([CH:63]=1)[C:56]([NH:58][CH2:59][CH:60]1[CH2:62][CH2:61]1)=[O:57]. The catalyst is C1C=CC(P(C2C=CC=CC=2)[C-]2C=CC=C2)=CC=1.C1C=CC(P(C2C=CC=CC=2)[C-]2C=CC=C2)=CC=1.Cl[Pd]Cl.[Fe+2].C1C=CC([P]([Pd]([P](C2C=CC=CC=2)(C2C=CC=CC=2)C2C=CC=CC=2)([P](C2C=CC=CC=2)(C2C=CC=CC=2)C2C=CC=CC=2)[P](C2C=CC=CC=2)(C2C=CC=CC=2)C2C=CC=CC=2)(C2C=CC=CC=2)C2C=CC=CC=2)=CC=1.O.CN(C=O)C. The product is [CH:60]1([CH2:59][NH:58][C:56](=[O:57])[C:55]2[CH:63]=[C:51]([C:2]3[CH:3]=[C:4]4[C:8](=[CH:9][CH:10]=3)[N:7]([CH:11]3[CH2:16][CH2:15][CH2:14][CH2:13][O:12]3)[N:6]=[C:5]4[CH:17]=[O:18])[CH:52]=[N:53][CH:54]=2)[CH2:62][CH2:61]1. The yield is 0.900. (3) The reactants are [CH3:1][N:2]1[C:10]2[C:5](=[CH:6][CH:7]=[CH:8][CH:9]=2)[C:4]([CH:11]=[N:12][CH3:13])=[C:3]1[CH3:14].[BH4-].[Na+]. The catalyst is C(O)C. The product is [CH3:1][N:2]1[C:10]2[C:5](=[CH:6][CH:7]=[CH:8][CH:9]=2)[C:4]([CH2:11][NH:12][CH3:13])=[C:3]1[CH3:14]. The yield is 0.680. (4) The reactants are [CH3:1][N:2]1[C:6]2[CH:7]=[N:8][C:9]([C:11]([O:13]C)=[O:12])=[CH:10][C:5]=2[N:4]=[CH:3]1.O.[OH-].[Li+]. The catalyst is C1COCC1. The product is [CH3:1][N:2]1[C:6]2[CH:7]=[N:8][C:9]([C:11]([OH:13])=[O:12])=[CH:10][C:5]=2[N:4]=[CH:3]1. The yield is 0.900. (5) The reactants are C1(P(C2C=CC=CC=2)C2C=CC=CC=2)C=CC=CC=1.[Br:20]Br.[Br:22][C:23]1[CH:28]=[CH:27][C:26]([CH:29]=[C:30]([CH3:33])[CH2:31]O)=[CH:25][CH:24]=1. The catalyst is C(#N)C. The product is [Br:22][C:23]1[CH:28]=[CH:27][C:26]([CH:29]=[C:30]([CH3:33])[CH2:31][Br:20])=[CH:25][CH:24]=1. The yield is 0.980. (6) The reactants are Br[C:2]1[CH:7]=[CH:6][C:5]([CH2:8][N:9]2[C:14](=[O:15])[C:13]([C:16]([NH:18][CH2:19][C:20]([OH:22])=[O:21])=[O:17])=[C:12]([OH:23])[C:11]([CH:24]([CH3:26])[CH3:25])=[N:10]2)=[CH:4][CH:3]=1.[F:27][C:28]([F:39])([F:38])[C:29]1[CH:34]=[CH:33][C:32](B(O)O)=[CH:31][CH:30]=1.C(=O)([O-])[O-].[K+].[K+].Cl. The catalyst is O1CCOCC1.O.C1C=CC([P]([Pd]([P](C2C=CC=CC=2)(C2C=CC=CC=2)C2C=CC=CC=2)([P](C2C=CC=CC=2)(C2C=CC=CC=2)C2C=CC=CC=2)[P](C2C=CC=CC=2)(C2C=CC=CC=2)C2C=CC=CC=2)(C2C=CC=CC=2)C2C=CC=CC=2)=CC=1. The product is [OH:23][C:12]1[C:11]([CH:24]([CH3:26])[CH3:25])=[N:10][N:9]([CH2:8][C:5]2[CH:6]=[CH:7][C:2]([C:32]3[CH:33]=[CH:34][C:29]([C:28]([F:39])([F:38])[F:27])=[CH:30][CH:31]=3)=[CH:3][CH:4]=2)[C:14](=[O:15])[C:13]=1[C:16]([NH:18][CH2:19][C:20]([OH:22])=[O:21])=[O:17]. The yield is 0.370. (7) The reactants are [NH2:1][C:2]1[CH:10]=[C:9]([Br:11])[CH:8]=[CH:7][C:3]=1[C:4]([OH:6])=O.N1[CH:16]=[CH:15]N=C1.C(Cl)(=O)C.Cl.[NH2:22][CH:23]1[CH2:28][CH2:27][C:26](=[O:29])[NH:25][C:24]1=[O:30].P(OC1C=CC=CC=1)(OC1C=CC=CC=1)OC1C=CC=CC=1. The catalyst is C(#N)C.O. The product is [Br:11][C:9]1[CH:10]=[C:2]2[C:3]([C:4](=[O:6])[N:22]([CH:23]3[CH2:28][CH2:27][C:26](=[O:29])[NH:25][C:24]3=[O:30])[C:15]([CH3:16])=[N:1]2)=[CH:7][CH:8]=1. The yield is 0.750.